From a dataset of Peptide-MHC class I binding affinity with 185,985 pairs from IEDB/IMGT. Regression. Given a peptide amino acid sequence and an MHC pseudo amino acid sequence, predict their binding affinity value. This is MHC class I binding data. The peptide sequence is ALITVSGLY. The binding affinity (normalized) is 0.168. The MHC is HLA-A01:01 with pseudo-sequence HLA-A01:01.